Task: Predict the reaction yield, written as a fraction of the theoretical maximum amount of product (1.0 means a 100% yield; for example, 0.34 means a 34% yield).. Dataset: Reaction yield outcomes from USPTO patents with 853,638 reactions (1) The reactants are [Br:1][C:2]1[CH:3]=[C:4]([CH:8]=O)[CH:5]=[N:6][CH:7]=1.[NH2:10][C:11]1[N:16]=[C:15]([CH3:17])[CH:14]=[CH:13][N:12]=1. The catalyst is C(O)=O.O.[OH-].[Na+]. The product is [Br:1][C:2]1[CH:3]=[C:4](/[CH:8]=[CH:17]/[C:15]2[CH:14]=[CH:13][N:12]=[C:11]([NH2:10])[N:16]=2)[CH:5]=[N:6][CH:7]=1. The yield is 0.710. (2) The reactants are [NH2:1][C:2]1[C:10]2[N:9]([CH3:11])[C:8]3[CH2:12][CH2:13][N:14]([C:16]([O:18][CH2:19][CH3:20])=[O:17])[CH2:15][C:7]=3[C:6]=2[CH:5]=[CH:4][CH:3]=1.B(O)(O)[C:22]1[CH:23]=[CH:24][C:25]([CH3:28])=[CH:26][CH:27]=1.C(N(CC)CC)C. The catalyst is C(Cl)Cl.C([O-])(=O)C.[Cu+2].C([O-])(=O)C. The product is [CH3:11][N:9]1[C:10]2[C:2]([NH:1][C:22]3[CH:27]=[CH:26][C:25]([CH3:28])=[CH:24][CH:23]=3)=[CH:3][CH:4]=[CH:5][C:6]=2[C:7]2[CH2:15][N:14]([C:16]([O:18][CH2:19][CH3:20])=[O:17])[CH2:13][CH2:12][C:8]1=2. The yield is 0.730. (3) The reactants are ClC(Cl)(O[C:5](=[O:11])OC(Cl)(Cl)Cl)Cl.[NH2:13][C:14]1[CH:19]=[CH:18][C:17]([C:20]#[C:21][C:22]#[N:23])=[CH:16][CH:15]=1.C(N(CC)CC)C.[CH3:31][N:32]([CH3:37])[CH2:33][CH2:34][CH2:35][NH2:36]. The catalyst is C1COCC1. The product is [C:22]([C:21]#[C:20][C:17]1[CH:16]=[CH:15][C:14]([NH:13][C:5]([NH:36][CH2:35][CH2:34][CH2:33][N:32]([CH3:37])[CH3:31])=[O:11])=[CH:19][CH:18]=1)#[N:23]. The yield is 0.930. (4) The reactants are [CH:1]1([CH2:4][N:5]2[C:13]3[N:12]=[C:11]([CH2:14][C:15]4[CH:20]=[CH:19][C:18]([N:21]([CH3:33])[S:22]([C:25]5[C:26]([CH3:32])=[N:27][N:28]([CH3:31])[C:29]=5Cl)(=[O:24])=[O:23])=[CH:17][CH:16]=4)[NH:10][C:9]=3[C:8](=[O:34])[N:7]([CH2:35][C:36]3[CH:41]=[CH:40][CH:39]=[CH:38][C:37]=3[F:42])[C:6]2=[O:43])[CH2:3][CH2:2]1. The catalyst is CO.[Pd]. The product is [CH:1]1([CH2:4][N:5]2[C:13]3[N:12]=[C:11]([CH2:14][C:15]4[CH:20]=[CH:19][C:18]([N:21]([CH3:33])[S:22]([C:25]5[C:26]([CH3:32])=[N:27][N:28]([CH3:31])[CH:29]=5)(=[O:23])=[O:24])=[CH:17][CH:16]=4)[NH:10][C:9]=3[C:8](=[O:34])[N:7]([CH2:35][C:36]3[CH:41]=[CH:40][CH:39]=[CH:38][C:37]=3[F:42])[C:6]2=[O:43])[CH2:3][CH2:2]1. The yield is 0.370.